Predict the reaction yield, written as a fraction of the theoretical maximum amount of product (1.0 means a 100% yield; for example, 0.34 means a 34% yield). From a dataset of Reaction yield outcomes from USPTO patents with 853,638 reactions. (1) The reactants are [Br:1][C:2]1[CH:8]=[CH:7][C:5]([NH2:6])=[CH:4][CH:3]=1.[C:9]([OH:13])(=[O:12])[CH:10]=[CH2:11]. The catalyst is C1(C)C=CC=CC=1. The product is [Br:1][C:2]1[CH:8]=[CH:7][C:5]([NH:6][CH2:11][CH2:10][C:9]([OH:13])=[O:12])=[CH:4][CH:3]=1. The yield is 0.580. (2) The reactants are C(=O)([S:3][CH2:4][CH2:5][CH2:6][CH2:7]/[CH:8]=[CH:9]\[CH2:10]/[CH:11]=[CH:12]\[CH2:13]/[CH:14]=[CH:15]\[CH2:16]/[CH:17]=[CH:18]\[CH2:19]/[CH:20]=[CH:21]\[CH2:22][CH3:23])C.C(=O)([O-])[O-].[K+].[K+]. The catalyst is CO. The product is [CH2:4]([SH:3])[CH2:5][CH2:6][CH2:7]/[CH:8]=[CH:9]\[CH2:10]/[CH:11]=[CH:12]\[CH2:13]/[CH:14]=[CH:15]\[CH2:16]/[CH:17]=[CH:18]\[CH2:19]/[CH:20]=[CH:21]\[CH2:22][CH3:23]. The yield is 0.970. (3) The yield is 0.820. The product is [Br:18][C:5]1[CH:4]=[C:3]2[C:2]3([CH2:19][CH2:20][O:21][C:25]([NH2:22])=[N:1]3)[C:15]3[CH:14]=[C:13]([Cl:16])[N:12]=[C:11]([O:52][CH3:51])[C:10]=3[O:9][C:8]2=[CH:7][CH:6]=1. The reactants are [NH2:1][C:2]1([CH2:19][CH2:20][OH:21])[C:15]2[CH:14]=[C:13]([Cl:16])[N:12]=[C:11](F)[C:10]=2[O:9][C:8]2[C:3]1=[CH:4][C:5]([Br:18])=[CH:6][CH:7]=2.[N+:22]([C:25]1C=CC(C(N=C=S)=O)=CC=1)([O-])=O.C1(N=C=NC2CCCCC2)CCCCC1.[C:51](=O)([O-])[O-:52].[K+].[K+]. The catalyst is C1COCC1. (4) The reactants are [Cl:1][C:2]1[C:3]([CH3:18])=[C:4]([NH:10][C@H:11]([C@H:15]([OH:17])[CH3:16])[C:12]([OH:14])=O)[CH:5]=[CH:6][C:7]=1[C:8]#[N:9].[Cl:19][C:20]1[CH:21]=[C:22]([CH:27]=[CH:28][C:29]=1[Cl:30])[C:23]([NH:25][NH2:26])=[O:24].ClC1C(CC)=C(N[C@H]([C@@H](O)C)C(NNC(=O)C2C=CC=CC=2)=O)C=CC=1C#N. No catalyst specified. The product is [Cl:19][C:20]1[CH:21]=[C:22]([CH:27]=[CH:28][C:29]=1[Cl:30])[C:23]([NH:25][NH:26][C:12](=[O:14])[C@H:11]([NH:10][C:4]1[CH:5]=[CH:6][C:7]([C:8]#[N:9])=[C:2]([Cl:1])[C:3]=1[CH3:18])[C@H:15]([OH:17])[CH3:16])=[O:24]. The yield is 0.810.